Dataset: Catalyst prediction with 721,799 reactions and 888 catalyst types from USPTO. Task: Predict which catalyst facilitates the given reaction. (1) Reactant: [OH:1][C:2]1[CH:3]=[C:4]([CH2:8][NH:9][C:10]([C:12]2[CH:13]=[C:14]3[C:19](=[CH:20][CH:21]=2)[N:18]=[CH:17][CH:16]=[CH:15]3)=[O:11])[CH:5]=[CH:6][CH:7]=1.C(=O)([O-])[O-].[K+].[K+].CN(C=O)C.Br[CH2:34][CH:35]=[CH:36][CH3:37]. Product: [CH2:34]([O:1][C:2]1[CH:3]=[C:4]([CH2:8][NH:9][C:10]([C:12]2[CH:13]=[C:14]3[C:19](=[CH:20][CH:21]=2)[N:18]=[CH:17][CH:16]=[CH:15]3)=[O:11])[CH:5]=[CH:6][CH:7]=1)[CH:35]=[CH:36][CH3:37]. The catalyst class is: 6. (2) Reactant: [C:1]([O:5][C:6]([N:8]1[CH2:12][CH2:11][C@@H:10]([C:13](=[NH:16])[NH:14][OH:15])[CH2:9]1)=[O:7])([CH3:4])([CH3:3])[CH3:2].C1N=CN([C:22](N2C=NC=C2)=[O:23])C=1.Cl. Product: [C:1]([O:5][C:6]([N:8]1[CH2:12][CH2:11][C@@H:10]([C:13]2[NH:16][C:22](=[O:23])[O:15][N:14]=2)[CH2:9]1)=[O:7])([CH3:4])([CH3:2])[CH3:3]. The catalyst class is: 258. (3) Reactant: [CH3:1][C:2](C1C=C(O)C=C(C=1)O)([CH3:9])[CH2:3][CH2:4][CH2:5][CH2:6][CH2:7][CH3:8].CC(=O)CCCCCC.[CH3:27][O:28][C:29]1[CH:34]=[CH:33][CH:32]=[C:31]([O:35][CH3:36])[C:30]=1[OH:37].CC(O)(CCCCCC)C. Product: [CH3:1][C:2]([C:34]1[C:29]([O:28][CH3:27])=[C:30]([OH:37])[C:31]([O:35][CH3:36])=[CH:32][CH:33]=1)([CH3:9])[CH2:3][CH2:4][CH2:5][CH2:6][CH2:7][CH3:8]. The catalyst class is: 501. (4) The catalyst class is: 1. Product: [C:1]1([NH:7][C:8]([C:10]2[CH:11]=[C:12]([NH:16][C:17]([CH:19]3[C:27]4[C:22](=[CH:23][CH:24]=[C:25]([C:28](=[O:29])[CH3:33])[CH:26]=4)[N:21]([CH2:34][CH3:35])[C:20]3=[O:36])=[O:18])[CH:13]=[CH:14][CH:15]=2)=[O:9])[CH:6]=[CH:5][CH:4]=[CH:3][CH:2]=1. Reactant: [C:1]1([NH:7][C:8]([C:10]2[CH:11]=[C:12]([NH:16][C:17]([CH:19]3[C:27]4[C:22](=[CH:23][CH:24]=[C:25]([C:28]5([CH3:33])OCC[O:29]5)[CH:26]=4)[N:21]([CH2:34][CH3:35])[C:20]3=[O:36])=[O:18])[CH:13]=[CH:14][CH:15]=2)=[O:9])[CH:6]=[CH:5][CH:4]=[CH:3][CH:2]=1.Cl. (5) Reactant: [CH3:1][O:2][C:3]1[CH:8]=[C:7]([O:9][CH3:10])[CH:6]=[CH:5][C:4]=1B(O)O.Br[C:15]1[CH:16]=[C:17]([CH:19]=[CH:20][CH:21]=1)[NH2:18].C([O-])([O-])=O.[Na+].[Na+]. Product: [CH3:1][O:2][C:3]1[CH:8]=[C:7]([O:9][CH3:10])[CH:6]=[CH:5][C:4]=1[C:15]1[CH:21]=[CH:20][CH:19]=[C:17]([NH2:18])[CH:16]=1. The catalyst class is: 104. (6) Reactant: [O:1]=[S:2]1(=[O:60])[CH2:7][CH2:6][N:5]([CH2:8][CH2:9][NH:10][C:11]([C@:13]23[CH2:56][CH2:55][C@@H:54]([C:57]([CH3:59])=[CH2:58])[C@@H:14]2[C@@H:15]2[C@@:28]([CH3:31])([CH2:29][CH2:30]3)[C@@:27]3([CH3:32])[C@@H:18]([C@:19]4([CH3:53])[C@@H:24]([CH2:25][CH2:26]3)[C:23]([CH3:34])([CH3:33])[C:22]([C:35]3[CH2:40][CH2:39][C@:38]([CH2:51][F:52])([C:41]([O:43]CC5C=CC=CC=5)=[O:42])[CH2:37][CH:36]=3)=[CH:21][CH2:20]4)[CH2:17][CH2:16]2)=[O:12])[CH2:4][CH2:3]1.[C:61]([OH:67])([C:63]([F:66])([F:65])[F:64])=[O:62].[OH-].[Li+]. Product: [O:60]=[S:2]1(=[O:1])[CH2:3][CH2:4][N:5]([CH2:8][CH2:9][NH:10][C:11]([C@:13]23[CH2:56][CH2:55][C@@H:54]([C:57]([CH3:59])=[CH2:58])[C@@H:14]2[C@@H:15]2[C@@:28]([CH3:31])([CH2:29][CH2:30]3)[C@@:27]3([CH3:32])[C@@H:18]([C@:19]4([CH3:53])[C@@H:24]([CH2:25][CH2:26]3)[C:23]([CH3:34])([CH3:33])[C:22]([C:35]3[CH2:40][CH2:39][C@:38]([CH2:51][F:52])([C:41]([OH:43])=[O:42])[CH2:37][CH:36]=3)=[CH:21][CH2:20]4)[CH2:17][CH2:16]2)=[O:12])[CH2:6][CH2:7]1.[C:61]([OH:67])([C:63]([F:66])([F:65])[F:64])=[O:62]. The catalyst class is: 36. (7) Reactant: C(OC([N:11]1[CH2:16][CH2:15][CH:14]([CH2:17][CH:18]=[CH2:19])[CH:13]([NH:20][C:21]2[C:26]([CH3:27])=[C:25]([NH:28][C:29]3[CH:34]=[CH:33][C:32]([O:35][CH2:36][CH3:37])=[CH:31][CH:30]=3)[N:24]3[N:38]=[CH:39][CH:40]=[C:23]3[N:22]=2)[CH2:12]1)=O)C1C=CC=CC=1. Product: [CH2:36]([O:35][C:32]1[CH:31]=[CH:30][C:29]([NH:28][C:25]2[N:24]3[N:38]=[CH:39][CH:40]=[C:23]3[N:22]=[C:21]([NH:20][CH:13]3[CH:14]([CH2:17][CH2:18][CH3:19])[CH2:15][CH2:16][NH:11][CH2:12]3)[C:26]=2[CH3:27])=[CH:34][CH:33]=1)[CH3:37]. The catalyst class is: 50. (8) Reactant: [NH2:1][C:2]1[C:7]([C:8]([O:10][CH3:11])=[O:9])=[CH:6][N:5]=[C:4]([CH3:12])[N:3]=1.[Cl:13][C:14]1[S:18][C:17]([C:19](Cl)=[O:20])=[CH:16][CH:15]=1. Product: [Cl:13][C:14]1[S:18][C:17]([C:19]([NH:1][C:2]2[C:7]([C:8]([O:10][CH3:11])=[O:9])=[CH:6][N:5]=[C:4]([CH3:12])[N:3]=2)=[O:20])=[CH:16][CH:15]=1. The catalyst class is: 4. (9) Reactant: C([O-])(=O)C.[Na+].[CH3:6][C:7]1[CH:14]=[CH:13][C:10]([CH:11]=O)=[CH:9][C:8]=1[N+:15]([O-:17])=[O:16].Cl.[NH2:19][OH:20].C(O)C. Product: [OH:20][N:19]=[CH:11][C:10]1[CH:13]=[CH:14][C:7]([CH3:6])=[C:8]([N+:15]([O-:17])=[O:16])[CH:9]=1. The catalyst class is: 6. (10) The catalyst class is: 286. Reactant: [C:1]([NH:9][CH2:10][C:11]1[CH:16]=[C:15]([N+:17]([O-:19])=[O:18])[CH:14]=[CH:13][C:12]=1[NH2:20])(=O)[C:2]1[CH:7]=[CH:6][CH:5]=[CH:4][CH:3]=1. Product: [C:2]1([C:1]2[NH:9][CH2:10][C:11]3[C:12](=[CH:13][CH:14]=[C:15]([N+:17]([O-:19])=[O:18])[CH:16]=3)[N:20]=2)[CH:7]=[CH:6][CH:5]=[CH:4][CH:3]=1.